From a dataset of Catalyst prediction with 721,799 reactions and 888 catalyst types from USPTO. Predict which catalyst facilitates the given reaction. (1) Reactant: [I-:1].[OH:2][C:3]1[CH:8]=[C:7]([CH3:9])[C:6]([C:10]2[C:15]([CH3:16])=[CH:14][N+:13]([CH3:17])=[CH:12][C:11]=2[CH3:18])=[C:5]([CH3:19])[CH:4]=1.C[O-].[Na+:22]. Product: [CH3:9][C:7]1[C:6](=[C:10]2[C:11]([CH3:18])=[CH:12][N:13]([CH3:17])[CH:14]=[C:15]2[CH3:16])[C:5]([CH3:19])=[CH:4][C:3](=[O:2])[CH:8]=1.[Na+:22].[I-:1]. The catalyst class is: 5. (2) Reactant: Br[C:2]1[CH:3]=[C:4]([C:8](=[O:10])[CH3:9])[CH:5]=[CH:6][CH:7]=1.[F:11][C:12]([F:23])([F:22])[C:13]1[CH:18]=[CH:17][C:16](B(O)O)=[CH:15][CH:14]=1.P([O-])([O-])([O-])=O.[K+].[K+].[K+].COCCOC. Product: [F:11][C:12]([F:23])([F:22])[C:13]1[CH:18]=[CH:17][C:16]([C:2]2[CH:7]=[CH:6][CH:5]=[C:4]([C:8](=[O:10])[CH3:9])[CH:3]=2)=[CH:15][CH:14]=1. The catalyst class is: 103. (3) Reactant: C1COCC1.C([O:8][C:9]([C:11]1[C:12]([C:20]([F:23])([F:22])[F:21])=[N:13][N:14]([CH2:16][CH:17]([CH3:19])[CH3:18])[CH:15]=1)=O)C.[H-].[Al+3].[Li+].[H-].[H-].[H-].[OH-].[Na+]. Product: [CH2:16]([N:14]1[CH:15]=[C:11]([CH2:9][OH:8])[C:12]([C:20]([F:22])([F:23])[F:21])=[N:13]1)[CH:17]([CH3:19])[CH3:18]. The catalyst class is: 6. (4) Reactant: [CH2:1]([NH:8][C@@H:9]([CH2:14][O:15][Si:16]([C:29]([CH3:32])([CH3:31])[CH3:30])([C:23]1[CH:28]=[CH:27][CH:26]=[CH:25][CH:24]=1)[C:17]1[CH:22]=[CH:21][CH:20]=[CH:19][CH:18]=1)[C:10](OC)=[O:11])[C:2]1[CH:7]=[CH:6][CH:5]=[CH:4][CH:3]=1.CO.[Li+].[BH4-]. Product: [CH2:1]([NH:8][C@@H:9]([CH2:14][O:15][Si:16]([C:29]([CH3:32])([CH3:31])[CH3:30])([C:23]1[CH:28]=[CH:27][CH:26]=[CH:25][CH:24]=1)[C:17]1[CH:18]=[CH:19][CH:20]=[CH:21][CH:22]=1)[CH2:10][OH:11])[C:2]1[CH:3]=[CH:4][CH:5]=[CH:6][CH:7]=1. The catalyst class is: 1.